This data is from Reaction yield outcomes from USPTO patents with 853,638 reactions. The task is: Predict the reaction yield, written as a fraction of the theoretical maximum amount of product (1.0 means a 100% yield; for example, 0.34 means a 34% yield). (1) The reactants are [CH3:1][N:2]1[CH:6]=[C:5]([N+:7]([O-:9])=[O:8])[CH:4]=[N:3]1.C[Si](C)(C)[N-][Si](C)(C)C.[Li+].[Cl:20]C(Cl)(Cl)C(Cl)(Cl)Cl. The catalyst is C1COCC1. The product is [Cl:20][C:6]1[N:2]([CH3:1])[N:3]=[CH:4][C:5]=1[N+:7]([O-:9])=[O:8]. The yield is 0.200. (2) The reactants are [Cl:1][C:2]1[CH:3]=[N:4][CH:5]=[C:6]([Cl:11])[C:7]=1[CH:8]=[N:9][OH:10].ClN1C(=O)CCC1=O.[CH:20]1([C:23](=O)[CH2:24][C:25]([O:27][CH2:28][CH3:29])=[O:26])[CH2:22][CH2:21]1.[O-]CC.[Na+].C(O)C. The catalyst is CN(C)C=O.O1CCCC1.O. The product is [CH:20]1([C:23]2[O:10][N:9]=[C:8]([C:7]3[C:6]([Cl:11])=[CH:5][N:4]=[CH:3][C:2]=3[Cl:1])[C:24]=2[C:25]([O:27][CH2:28][CH3:29])=[O:26])[CH2:22][CH2:21]1. The yield is 0.0900. (3) The reactants are [Cl:1][C:2]1[C:10]2[N:9]=[C:8]([CH2:11][O:12][CH3:13])[NH:7][C:6]=2[CH:5]=[CH:4][CH:3]=1.Br[CH2:15][C:16]1[CH:35]=[CH:34][C:19]2/[C:20](=[C:30](/[CH3:33])\[C:31]#[N:32])/[C:21]3[CH:28]=[CH:27][C:26]([F:29])=[CH:25][C:22]=3[O:23][CH2:24][C:18]=2[CH:17]=1. No catalyst specified. The product is [Cl:1][C:2]1[C:10]2[N:9]=[C:8]([CH2:11][O:12][CH3:13])[N:7]([CH2:15][C:16]3[CH:35]=[CH:34][C:19]4/[C:20](=[C:30](/[CH3:33])\[C:31]#[N:32])/[C:21]5[CH:28]=[CH:27][C:26]([F:29])=[CH:25][C:22]=5[O:23][CH2:24][C:18]=4[CH:17]=3)[C:6]=2[CH:5]=[CH:4][CH:3]=1. The yield is 0.890. (4) The reactants are [F:1][C:2]1[CH:7]=[CH:6][C:5]([N+:8]([O-:10])=[O:9])=[CH:4][C:3]=1[S:11](Cl)(=[O:13])=[O:12].Cl.CN.[CH2:18]([N:20](CC)CC)C.Cl. The catalyst is C1COCC1.O. The product is [F:1][C:2]1[CH:7]=[CH:6][C:5]([N+:8]([O-:10])=[O:9])=[CH:4][C:3]=1[S:11]([NH:20][CH3:18])(=[O:13])=[O:12]. The yield is 0.930. (5) The reactants are [OH:1][CH:2]([CH2:8][CH2:9][C:10]1[CH:15]=[CH:14][C:13]([O:16][CH3:17])=[CH:12][CH:11]=1)[C:3]([O:5][CH2:6][CH3:7])=[O:4].[S:18](Cl)([C:21]1[CH:27]=[CH:26][C:24]([CH3:25])=[CH:23][CH:22]=1)(=[O:20])=[O:19]. The catalyst is N1C=CC=CC=1.C1(C)C=CC=CC=1. The product is [CH3:25][C:24]1[CH:26]=[CH:27][C:21]([S:18]([O:1][CH:2]([C:3]([O:5][CH2:6][CH3:7])=[O:4])[CH2:8][CH2:9][C:10]2[CH:11]=[CH:12][C:13]([O:16][CH3:17])=[CH:14][CH:15]=2)(=[O:20])=[O:19])=[CH:22][CH:23]=1. The yield is 0.410.